This data is from Catalyst prediction with 721,799 reactions and 888 catalyst types from USPTO. The task is: Predict which catalyst facilitates the given reaction. (1) Reactant: COC1C=C[C:6]([CH2:7][NH:8][C:9]2[N:14]=CN=[C:11]([O:15][C:16]3[CH:21]=[CH:20][C:19]([NH:22][C:23]([NH:25][C:26](=[O:35])[CH2:27][C:28]4[CH:33]=[CH:32][C:31]([F:34])=[CH:30][CH:29]=4)=[O:24])=[CH:18][C:17]=3[F:36])[CH:10]=2)=CC=1.NC1C=CC(OC2C=CN=C(N)C=2)=C(F)C=1. Product: [NH2:14][C:9]1[CH:10]=[C:11]([O:15][C:16]2[CH:21]=[CH:20][C:19]([NH:22][C:23]([NH:25][C:26](=[O:35])[CH2:27][C:28]3[CH:29]=[CH:30][C:31]([F:34])=[CH:32][CH:33]=3)=[O:24])=[CH:18][C:17]=2[F:36])[CH:6]=[CH:7][N:8]=1. The catalyst class is: 2. (2) Reactant: [NH:1]1[CH2:5][CH2:4][CH2:3][CH2:2]1.F[C:7]1[CH:8]=[C:9]([CH:13]=[CH:14][C:15]=1[N+:16]([O-:18])=[O:17])[C:10]([NH2:12])=[O:11].C(=O)([O-])[O-].[K+].[K+]. Product: [N+:16]([C:15]1[CH:7]=[CH:8][C:9]([C:10]([NH2:12])=[O:11])=[CH:13][C:14]=1[N:1]1[CH2:5][CH2:4][CH2:3][CH2:2]1)([O-:18])=[O:17]. The catalyst class is: 10. (3) Reactant: [Cr](O)(O)(=O)=O.[F:6][C:7]1[CH:12]=[CH:11][CH:10]=[CH:9][C:8]=1[C:13]1[N:17]2[NH:18][C:19](=[O:27])[C:20]([CH:22]3[CH2:25][CH:24]([OH:26])[CH2:23]3)=[CH:21][C:16]2=[N:15][N:14]=1.C(O)(C)C.O. Product: [F:6][C:7]1[CH:12]=[CH:11][CH:10]=[CH:9][C:8]=1[C:13]1[N:17]2[NH:18][C:19](=[O:27])[C:20]([CH:22]3[CH2:23][C:24](=[O:26])[CH2:25]3)=[CH:21][C:16]2=[N:15][N:14]=1. The catalyst class is: 21. (4) Reactant: [NH2:1][C:2]1[N:7]=[CH:6][N:5]=[C:4]2[N:8]([CH:18]3[CH2:23][CH2:22][CH:21]([N:24]4[CH2:29][CH2:28][N:27]([CH3:30])[CH2:26][CH2:25]4)[CH2:20][CH2:19]3)[N:9]=[C:10]([C:11]3[CH:16]=[CH:15][C:14]([OH:17])=[CH:13][CH:12]=3)[C:3]=12.[H-].[Na+].F[C:34]1[CH:39]=[CH:38][CH:37]=[CH:36][C:35]=1[N+:40]([O-:42])=[O:41]. Product: [C:14]([OH:17])(=[O:41])[CH3:15].[C:14]([OH:17])(=[O:41])[CH3:15].[CH3:30][N:27]1[CH2:26][CH2:25][N:24]([C@@H:21]2[CH2:22][CH2:23][C@H:18]([N:8]3[C:4]4=[N:5][CH:6]=[N:7][C:2]([NH2:1])=[C:3]4[C:10]([C:11]4[CH:16]=[CH:15][C:14]([O:17][C:34]5[CH:39]=[CH:38][CH:37]=[CH:36][C:35]=5[N+:40]([O-:42])=[O:41])=[CH:13][CH:12]=4)=[N:9]3)[CH2:19][CH2:20]2)[CH2:29][CH2:28]1. The catalyst class is: 12.